Dataset: Full USPTO retrosynthesis dataset with 1.9M reactions from patents (1976-2016). Task: Predict the reactants needed to synthesize the given product. Given the product [CH3:1][C:2]([NH:7][C:73]([C:75]1[C:76]([C:81]([NH:83][C:84]2[CH:89]=[CH:88][C:87]([C:90]([F:99])([C:95]([F:98])([F:97])[F:96])[C:91]([F:94])([F:93])[F:92])=[CH:86][C:85]=2[CH3:100])=[O:82])=[CH:77][CH:78]=[CH:79][CH:80]=1)=[O:74])([CH3:6])[CH2:3][S:4]([CH3:5])=[O:12], predict the reactants needed to synthesize it. The reactants are: [CH3:1][C:2]([NH2:7])([CH3:6])[CH2:3][S:4][CH3:5].C1(=O)OC(=[O:12])C2=CC=CC=C12.CC(NC(=O)C1C(=CC=CC=1)C(O)=O)(C)CSC.C(=O)([O-])O.[Na+].ClC(OC)=O.CC1C=C(C(F)(C(F)(F)F)C(F)(F)F)C=CC=1N.Cl.CC(N[C:73]([C:75]1[C:76]([C:81]([NH:83][C:84]2[CH:89]=[CH:88][C:87]([C:90]([F:99])([C:95]([F:98])([F:97])[F:96])[C:91]([F:94])([F:93])[F:92])=[CH:86][C:85]=2[CH3:100])=[O:82])=[CH:77][CH:78]=[CH:79][CH:80]=1)=[O:74])(C)CSC.OO.S([O-])([O-])=O.[Na+].[Na+].